Dataset: Catalyst prediction with 721,799 reactions and 888 catalyst types from USPTO. Task: Predict which catalyst facilitates the given reaction. (1) Reactant: [NH2:1][C:2]1[CH:7]=[CH:6][C:5]([C:8]2[N:9]=[C:10]3[C:16]4[CH:17]=[CH:18][CH:19]=[CH:20][C:15]=4[NH:14][C:13]4[N:21]=[CH:22][CH:23]=[CH:24][C:12]=4[N:11]3[C:25]=2[C:26]2[CH:31]=[CH:30][C:29]([C:32]3([NH:36]C(=O)OC(C)(C)C)[CH2:35][CH2:34][CH2:33]3)=[CH:28][CH:27]=2)=[CH:4][CH:3]=1.[ClH:44].O1CCOCC1. Product: [ClH:44].[ClH:44].[ClH:44].[ClH:44].[NH2:36][C:32]1([C:29]2[CH:28]=[CH:27][C:26]([C:25]3[N:11]4[C:12]5[CH:24]=[CH:23][CH:22]=[N:21][C:13]=5[NH:14][C:15]5[CH:20]=[CH:19][CH:18]=[CH:17][C:16]=5[C:10]4=[N:9][C:8]=3[C:5]3[CH:4]=[CH:3][C:2]([NH2:1])=[CH:7][CH:6]=3)=[CH:31][CH:30]=2)[CH2:33][CH2:34][CH2:35]1. The catalyst class is: 2. (2) Reactant: [ClH:1].C(OC([N:9]1[CH2:14][CH2:13][N:12]([C:15]2[S:16][C:17]([C:20]3[CH:25]=[CH:24][N:23]=[CH:22][CH:21]=3)=[CH:18][N:19]=2)[CH2:11][CH2:10]1)=O)(C)(C)C. Product: [ClH:1].[N:23]1[CH:22]=[CH:21][C:20]([C:17]2[S:16][C:15]([N:12]3[CH2:11][CH2:10][NH:9][CH2:14][CH2:13]3)=[N:19][CH:18]=2)=[CH:25][CH:24]=1. The catalyst class is: 5. (3) Reactant: [Cl:1][C:2]1[CH:3]=[CH:4][C:5]([OH:11])=[C:6]([C:8](=[O:10])[CH3:9])[CH:7]=1.O=[C:13]1[CH2:18][CH2:17][N:16]([C:19]([O:21][C:22]([CH3:25])([CH3:24])[CH3:23])=[O:20])[CH2:15][CH2:14]1.N1CCCC1. Product: [C:19]([N:16]1[CH2:15][CH2:14][C:13]2([CH2:9][C:8](=[O:10])[C:6]3[C:5](=[CH:4][CH:3]=[C:2]([Cl:1])[CH:7]=3)[O:11]2)[CH2:18][CH2:17]1)([O:21][C:22]([CH3:25])([CH3:24])[CH3:23])=[O:20]. The catalyst class is: 5. (4) Reactant: [Cl:1]N1C(=O)CCC1=O.[C:9]([Si:13]([CH3:23])([CH3:22])[O:14][CH2:15][CH2:16][C:17]1[S:18][CH:19]=[CH:20][CH:21]=1)([CH3:12])([CH3:11])[CH3:10]. Product: [C:9]([Si:13]([O:14][CH2:15][CH2:16][C:17]1[S:18][C:19]([Cl:1])=[CH:20][CH:21]=1)([CH3:23])[CH3:22])([CH3:10])([CH3:12])[CH3:11]. The catalyst class is: 373.